From a dataset of Full USPTO retrosynthesis dataset with 1.9M reactions from patents (1976-2016). Predict the reactants needed to synthesize the given product. (1) Given the product [CH2:15]([N:22]1[CH2:26][CH2:25][C@@H:24]([NH:27][C:2]2[N:7]=[CH:6][C:5](/[CH:8]=[CH:9]/[C:10]([O:12][CH2:13][CH3:14])=[O:11])=[CH:4][N:3]=2)[CH2:23]1)[C:16]1[CH:17]=[CH:18][CH:19]=[CH:20][CH:21]=1, predict the reactants needed to synthesize it. The reactants are: Cl[C:2]1[N:7]=[CH:6][C:5](/[CH:8]=[CH:9]/[C:10]([O:12][CH2:13][CH3:14])=[O:11])=[CH:4][N:3]=1.[CH2:15]([N:22]1[CH2:26][CH2:25][C@@H:24]([NH2:27])[CH2:23]1)[C:16]1[CH:21]=[CH:20][CH:19]=[CH:18][CH:17]=1. (2) Given the product [Br:2][C:3]1[CH:8]=[CH:7][C:6]([N:9]2[CH:17]=[CH:16][CH:15]=[N:10]2)=[CH:5][CH:4]=1, predict the reactants needed to synthesize it. The reactants are: Cl.[Br:2][C:3]1[CH:8]=[CH:7][C:6]([NH:9][NH2:10])=[CH:5][CH:4]=1.Cl.C(O[CH:15](OCC)[CH2:16][CH:17](OCC)OCC)C. (3) Given the product [O:17]1[CH2:18][CH2:19][N:14]([C:2]2[N:7]=[CH:6][C:5]([C:8]3[CH:9]=[N:10][NH:11][C:12]=3[NH2:13])=[CH:4][CH:3]=2)[CH2:15][CH2:16]1, predict the reactants needed to synthesize it. The reactants are: F[C:2]1[N:7]=[CH:6][C:5]([C:8]2[CH:9]=[N:10][NH:11][C:12]=2[NH2:13])=[CH:4][CH:3]=1.[NH:14]1[CH2:19][CH2:18][O:17][CH2:16][CH2:15]1. (4) The reactants are: C[O:2][C:3](=[O:36])[CH2:4][NH:5][C:6]([C:8]1([C:14]2[CH:19]=[CH:18][C:17]([CH2:20][CH2:21][CH2:22][NH:23][C@@H:24]([C:26]3[C:35]4[C:30](=[CH:31][CH:32]=[CH:33][CH:34]=4)[CH:29]=[CH:28][CH:27]=3)[CH3:25])=[CH:16][CH:15]=2)[CH2:13][CH2:12][O:11][CH2:10][CH2:9]1)=[O:7].[Li+].[OH-]. Given the product [C:26]1([C@H:24]([NH:23][CH2:22][CH2:21][CH2:20][C:17]2[CH:18]=[CH:19][C:14]([C:8]3([C:6]([NH:5][CH2:4][C:3]([OH:36])=[O:2])=[O:7])[CH2:13][CH2:12][O:11][CH2:10][CH2:9]3)=[CH:15][CH:16]=2)[CH3:25])[C:35]2[C:30](=[CH:31][CH:32]=[CH:33][CH:34]=2)[CH:29]=[CH:28][CH:27]=1, predict the reactants needed to synthesize it. (5) Given the product [Br:14][C:15]1[C:16]([N:11]2[CH2:10][CH2:9][N:8]([CH2:7][C:3]3[N:2]([CH3:1])[CH:6]=[CH:5][N:4]=3)[CH2:13][CH2:12]2)=[C:17]([N+:22]([O-:24])=[O:23])[C:18]([NH2:21])=[N:19][CH:20]=1, predict the reactants needed to synthesize it. The reactants are: [CH3:1][N:2]1[CH:6]=[CH:5][N:4]=[C:3]1[CH2:7][N:8]1[CH2:13][CH2:12][NH:11][CH2:10][CH2:9]1.[Br:14][C:15]1[C:16](Cl)=[C:17]([N+:22]([O-:24])=[O:23])[C:18]([NH2:21])=[N:19][CH:20]=1. (6) Given the product [Cl:21][C:22]1[CH:30]=[C:29]2[C:25]([CH2:26][CH2:27][N:28]2[C:2]2([CH2:13][C:14]3[CH:19]=[CH:18][CH:17]=[C:16]([Cl:20])[CH:15]=3)[C:10]3[C:5](=[CH:6][C:7]([Cl:11])=[CH:8][CH:9]=3)[NH:4][C:3]2=[O:12])=[CH:24][CH:23]=1, predict the reactants needed to synthesize it. The reactants are: Br[C:2]1([CH2:13][C:14]2[CH:19]=[CH:18][CH:17]=[C:16]([Cl:20])[CH:15]=2)[C:10]2[C:5](=[CH:6][C:7]([Cl:11])=[CH:8][CH:9]=2)[NH:4][C:3]1=[O:12].[Cl:21][C:22]1[CH:30]=[C:29]2[C:25]([CH2:26][CH2:27][NH:28]2)=[CH:24][CH:23]=1.C([O-])([O-])=O.[K+].[K+].O. (7) Given the product [CH3:7][C:8]1[CH:13]=[CH:12][CH:11]=[C:10]([CH3:14])[C:9]=1[N:15]1[C:2](=[O:3])[C:1](=[O:5])[N:18]([CH3:19])[C:16]1=[S:17], predict the reactants needed to synthesize it. The reactants are: [C:1](Cl)(=[O:5])[C:2](Cl)=[O:3].[CH3:7][C:8]1[CH:13]=[CH:12][CH:11]=[C:10]([CH3:14])[C:9]=1[NH:15][C:16]([NH:18][CH3:19])=[S:17].